Dataset: Peptide-MHC class I binding affinity with 185,985 pairs from IEDB/IMGT. Task: Regression. Given a peptide amino acid sequence and an MHC pseudo amino acid sequence, predict their binding affinity value. This is MHC class I binding data. (1) The peptide sequence is HSPLDVDAVQT. The MHC is Mamu-A01 with pseudo-sequence Mamu-A01. The binding affinity (normalized) is 0.158. (2) The peptide sequence is LEEAQIQQEK. The MHC is Mamu-B8301 with pseudo-sequence Mamu-B8301. The binding affinity (normalized) is 0.320. (3) The peptide sequence is RGVEKPPHL. The MHC is HLA-B15:01 with pseudo-sequence HLA-B15:01. The binding affinity (normalized) is 0. (4) The peptide sequence is ALDGVLSTFV. The MHC is HLA-A02:02 with pseudo-sequence HLA-A02:02. The binding affinity (normalized) is 0.891. (5) The peptide sequence is MVSVSDFRDY. The MHC is HLA-A68:01 with pseudo-sequence HLA-A68:01. The binding affinity (normalized) is 0.234. (6) The peptide sequence is GLLSDHKSNV. The MHC is H-2-Db with pseudo-sequence H-2-Db. The binding affinity (normalized) is 0. (7) The peptide sequence is TMAKNKPTL. The MHC is H-2-Kb with pseudo-sequence H-2-Kb. The binding affinity (normalized) is 0.356. (8) The peptide sequence is TSAICSVVR. The MHC is Patr-A0101 with pseudo-sequence Patr-A0101. The binding affinity (normalized) is 0.366. (9) The peptide sequence is GEKSRCYSLY. The MHC is HLA-A24:02 with pseudo-sequence HLA-A24:02. The binding affinity (normalized) is 0. (10) The peptide sequence is FHARFVQAL. The MHC is HLA-A80:01 with pseudo-sequence HLA-A80:01. The binding affinity (normalized) is 0.0847.